This data is from Peptide-MHC class II binding affinity with 134,281 pairs from IEDB. The task is: Regression. Given a peptide amino acid sequence and an MHC pseudo amino acid sequence, predict their binding affinity value. This is MHC class II binding data. (1) The peptide sequence is EVVAATPTSLLISWG. The MHC is DRB1_0901 with pseudo-sequence DRB1_0901. The binding affinity (normalized) is 0.317. (2) The peptide sequence is NGVIKILTYPWDRIE. The MHC is DRB1_0901 with pseudo-sequence DRB1_0901. The binding affinity (normalized) is 0.586. (3) The peptide sequence is VADAYITLVTLPKSS. The MHC is DRB1_0301 with pseudo-sequence DRB1_0301. The binding affinity (normalized) is 0.267. (4) The peptide sequence is AIKFDFSTGLIIQGL. The MHC is HLA-DQA10101-DQB10501 with pseudo-sequence HLA-DQA10101-DQB10501. The binding affinity (normalized) is 0.371. (5) The MHC is DRB1_1101 with pseudo-sequence DRB1_1101. The binding affinity (normalized) is 0. The peptide sequence is IFSKASDSLQLVFGIE. (6) The peptide sequence is DTFRKDFRVYDNFLR. The MHC is DRB1_0901 with pseudo-sequence DRB1_0901. The binding affinity (normalized) is 0.276. (7) The peptide sequence is TLLRAVESYLLAHSD. The MHC is HLA-DPA10103-DPB10401 with pseudo-sequence HLA-DPA10103-DPB10401. The binding affinity (normalized) is 0.646. (8) The peptide sequence is QGEPGRVIRGKKGAG. The MHC is DRB1_0901 with pseudo-sequence DRB1_0901. The binding affinity (normalized) is 0.220.